Dataset: Reaction yield outcomes from USPTO patents with 853,638 reactions. Task: Predict the reaction yield, written as a fraction of the theoretical maximum amount of product (1.0 means a 100% yield; for example, 0.34 means a 34% yield). (1) The reactants are [NH2:1][C:2]1[N:6]([CH3:7])[C:5](=[O:8])[C:4]([C:15]2[CH:20]=[CH:19][C:18]([F:21])=[C:17](Br)[CH:16]=2)([CH:9]2[CH2:14][CH2:13][O:12][CH2:11][CH2:10]2)[N:3]=1.[CH3:23][S:24]([O:27][C:28]1[CH:33]=[C:32](B2OC(C)(C)C(C)(C)O2)[CH:31]=[C:30]([Cl:43])[CH:29]=1)(=[O:26])=[O:25]. No catalyst specified. The product is [ClH:43].[CH3:23][S:24]([O:27][C:28]1[CH:33]=[C:32]([C:17]2[CH:16]=[C:15]([C:4]3([CH:9]4[CH2:14][CH2:13][O:12][CH2:11][CH2:10]4)[C:5](=[O:8])[N:6]([CH3:7])[C:2]([NH2:1])=[N:3]3)[CH:20]=[CH:19][C:18]=2[F:21])[CH:31]=[C:30]([Cl:43])[CH:29]=1)(=[O:25])=[O:26]. The yield is 0.170. (2) The reactants are [CH3:1][N:2]1[CH2:6][CH2:5][CH2:4][C@H:3]1[CH2:7][C:8]1[CH:16]=[C:15]2[C:11]([CH:12]=[CH:13][NH:14]2)=[CH:10][CH:9]=1.[H-].[Na+].C([O-])([O-])=O.[K+].[K+].I[CH:26]([CH3:28])[CH3:27]. The catalyst is C1(C)C=CC=CC=1.ClCCl. The product is [CH:26]([N:14]1[C:15]2[C:11](=[CH:10][CH:9]=[C:8]([CH:7]3[CH2:4][CH2:5][CH2:6][N:2]([CH3:1])[CH2:3]3)[CH:16]=2)[CH:12]=[CH:13]1)([CH3:28])[CH3:27]. The yield is 0.385. (3) The reactants are [CH2:1]([S:3]([C:6]1[CH:7]=[C:8]([C:12]2[CH:17]=[C:16]([C:18]([F:21])([F:20])[F:19])[C:15]([CH3:22])=[C:14]([N+:23]([O-])=O)[C:13]=2[C:26]2[C:27]([F:33])=[N:28][CH:29]=[C:30]([CH3:32])[CH:31]=2)[CH:9]=[CH:10][CH:11]=1)(=[O:5])=[O:4])[CH3:2].CC(O)=O. The catalyst is [Fe].O. The product is [CH2:1]([S:3]([C:6]1[CH:7]=[C:8]([C:12]2[CH:17]=[C:16]([C:18]([F:19])([F:20])[F:21])[C:15]([CH3:22])=[C:14]([NH2:23])[C:13]=2[C:26]2[C:27]([F:33])=[N:28][CH:29]=[C:30]([CH3:32])[CH:31]=2)[CH:9]=[CH:10][CH:11]=1)(=[O:5])=[O:4])[CH3:2]. The yield is 0.830. (4) The catalyst is C1COCC1. The product is [Br:1][C:2]1[CH:7]=[CH:6][C:5]([NH:8][C:21]2[N:29]=[C:28]([Cl:30])[CH:27]=[CH:26][C:22]=2[C:23]([OH:25])=[O:24])=[C:4]([F:9])[CH:3]=1. The yield is 0.830. The reactants are [Br:1][C:2]1[CH:7]=[CH:6][C:5]([NH2:8])=[C:4]([F:9])[CH:3]=1.C[Si]([N-][Si](C)(C)C)(C)C.[Li+].Cl[C:21]1[N:29]=[C:28]([Cl:30])[CH:27]=[CH:26][C:22]=1[C:23]([OH:25])=[O:24]. (5) The reactants are Br[C:2]1[CH:7]=[CH:6][C:5]([CH:8]([N:12]2[CH2:26][CH2:25][C:15]3([O:20][CH2:19][C:18](=[O:21])[N:17]([CH:22]4[CH2:24][CH2:23]4)[CH2:16]3)[CH2:14][CH2:13]2)[C:9]([NH2:11])=[O:10])=[C:4]([F:27])[CH:3]=1.[N:28]1[C:37]2[C:32](=[C:33](B(O)O)[CH:34]=[CH:35][CH:36]=2)[CH:31]=[CH:30][CH:29]=1.C(=O)([O-])[O-].[K+].[K+]. The catalyst is O1CCOCC1.C1C=CC(P(C2C=CC=CC=2)[C-]2C=CC=C2)=CC=1.C1C=CC(P(C2C=CC=CC=2)[C-]2C=CC=C2)=CC=1.Cl[Pd]Cl.[Fe+2].C(Cl)Cl. The product is [CH:22]1([N:17]2[CH2:16][C:15]3([CH2:25][CH2:26][N:12]([CH:8]([C:5]4[CH:6]=[CH:7][C:2]([C:33]5[CH:34]=[CH:35][CH:36]=[C:37]6[C:32]=5[CH:31]=[CH:30][CH:29]=[N:28]6)=[CH:3][C:4]=4[F:27])[C:9]([NH2:11])=[O:10])[CH2:13][CH2:14]3)[O:20][CH2:19][C:18]2=[O:21])[CH2:24][CH2:23]1. The yield is 0.210.